Dataset: Cav3 T-type calcium channel HTS with 100,875 compounds. Task: Binary Classification. Given a drug SMILES string, predict its activity (active/inactive) in a high-throughput screening assay against a specified biological target. (1) The molecule is s1c(NC(=O)COC(=O)Cn2c3c(nc2C(F)(F)F)cccc3)c(c(c1C)C)C(OCC)=O. The result is 0 (inactive). (2) The compound is O=C(N1CCN(CC1)C(=O)c1occc1)c1c2c(c(=O)n(c1)CC)cc(OC)c(OC)c2. The result is 0 (inactive).